This data is from Catalyst prediction with 721,799 reactions and 888 catalyst types from USPTO. The task is: Predict which catalyst facilitates the given reaction. (1) Reactant: [CH3:1][O:2][C:3](=[O:35])[C@@H:4]([NH:15]C(C1C=CC=CC=1)(C1C=CC=CC=1)C1C=CC=CC=1)[C@H:5]([NH:7][C:8]([O:10][C:11]([CH3:14])([CH3:13])[CH3:12])=[O:9])[CH3:6].CO.CCOC(C)=O. Product: [CH3:1][O:2][C:3](=[O:35])[C@@H:4]([NH2:15])[C@H:5]([NH:7][C:8]([O:10][C:11]([CH3:13])([CH3:12])[CH3:14])=[O:9])[CH3:6]. The catalyst class is: 19. (2) Reactant: [Br:1][C:2]1[CH:3]=[C:4]([C:10](=[O:12])[CH3:11])[C:5]([O:8]C)=[N:6][CH:7]=1.[Br:13]Br. Product: [Br:13][CH2:11][C:10]([C:4]1[C:5]([OH:8])=[N:6][CH:7]=[C:2]([Br:1])[CH:3]=1)=[O:12]. The catalyst class is: 201.